Task: Regression. Given a peptide amino acid sequence and an MHC pseudo amino acid sequence, predict their binding affinity value. This is MHC class I binding data.. Dataset: Peptide-MHC class I binding affinity with 185,985 pairs from IEDB/IMGT (1) The peptide sequence is AISDPCMGL. The MHC is HLA-B08:01 with pseudo-sequence HLA-B08:01. The binding affinity (normalized) is 0.0847. (2) The peptide sequence is QDSLKESRKL. The MHC is H-2-Kk with pseudo-sequence H-2-Kk. The binding affinity (normalized) is 0.111.